The task is: Predict the reaction yield, written as a fraction of the theoretical maximum amount of product (1.0 means a 100% yield; for example, 0.34 means a 34% yield).. This data is from Reaction yield outcomes from USPTO patents with 853,638 reactions. The product is [I:8][C:9]1[CH:10]=[C:11]([N:15]2[C:23](=[O:24])[C:22]3[C@@H:21]4[C:25]([CH3:27])([CH3:26])[C@@:18]([CH3:28])([CH2:19][CH2:20]4)[C:17]=3[N:16]2[CH3:5])[CH:12]=[CH:13][CH:14]=1. The catalyst is CO.[OH-].[Na+].O. The yield is 0.380. The reactants are S(OC)(O[CH3:5])(=O)=O.[I:8][C:9]1[CH:10]=[C:11]([N:15]2[C:23](=[O:24])[C:22]3[C@@H:21]4[C:25]([CH3:27])([CH3:26])[C@@:18]([CH3:28])([CH2:19][CH2:20]4)[C:17]=3[NH:16]2)[CH:12]=[CH:13][CH:14]=1.